Task: Predict the product of the given reaction.. Dataset: Forward reaction prediction with 1.9M reactions from USPTO patents (1976-2016) (1) Given the reactants [Br:1][C:2]1[N:7]=[C:6]([CH:8]([OH:11])[C:9]#[CH:10])[CH:5]=[CH:4][CH:3]=1.CC(OI1(OC(C)=O)(OC(C)=O)OC(=O)C2C=CC=CC1=2)=O, predict the reaction product. The product is: [Br:1][C:2]1[N:7]=[C:6]([C:8](=[O:11])[C:9]#[CH:10])[CH:5]=[CH:4][CH:3]=1. (2) Given the reactants [CH2:1]([C@@H:8]([CH2:12][CH2:13][CH2:14][C:15]([OH:17])=O)[C:9]([OH:11])=O)[C:2]1[CH:7]=[CH:6][CH:5]=[CH:4][CH:3]=1.[NH2:18][C@H:19]1[CH2:25][CH2:24][S:23][C@H:22]2[CH2:26][CH2:27][CH2:28][C@@H:29]([C:30]([O:32][CH3:33])=[O:31])[N:21]2[C:20]1=[O:34], predict the reaction product. The product is: [CH2:1]([C@@H:14](/[CH:13]=[CH:12]/[C@H:8]([CH2:1][C:2]1[CH:3]=[CH:4][CH:5]=[CH:6][CH:7]=1)[C:9]([NH:18][C@H:19]1[CH2:25][CH2:24][S:23][C@H:22]2[CH2:26][CH2:27][CH2:28][C@@H:29]([C:30]([O:32][CH3:33])=[O:31])[N:21]2[C:20]1=[O:34])=[O:11])[C:15]([NH:18][C@H:19]1[CH2:25][CH2:24][S:23][C@H:22]2[CH2:26][CH2:27][CH2:28][C@@H:29]([C:30]([O:32][CH3:33])=[O:31])[N:21]2[C:20]1=[O:34])=[O:17])[C:2]1[CH:7]=[CH:6][CH:5]=[CH:4][CH:3]=1. (3) Given the reactants Cl[CH:2](Cl)[CH:3]([C:5]1[CH:10]=[CH:9][CH:8]=[C:7]([O:11][C:12]([F:15])([F:14])[F:13])[CH:6]=1)O.[NH2:17][C:18]([NH2:20])=[S:19].[OH-].[K+], predict the reaction product. The product is: [F:13][C:12]([F:15])([F:14])[O:11][C:7]1[CH:6]=[C:5]([C:3]2[S:19][C:18]([NH2:20])=[N:17][CH:2]=2)[CH:10]=[CH:9][CH:8]=1. (4) Given the reactants C(N(C(C)C)C(C)C)C.[CH:10]1([C:13]2[C:18]([C:19]([OH:21])=O)=[CH:17][N:16]=[C:15]([S:22][CH3:23])[N:14]=2)[CH2:12][CH2:11]1.[NH:24]1[CH2:28][CH2:27][CH:26]([C:29]2[CH:30]=[N:31][CH:32]=[CH:33][CH:34]=2)[CH2:25]1.F[P-](F)(F)(F)(F)F.N1(OC(N(C)C)=[N+](C)C)C2N=CC=CC=2N=N1, predict the reaction product. The product is: [CH:10]1([C:13]2[C:18]([C:19]([N:24]3[CH2:28][CH2:27][CH:26]([C:29]4[CH:30]=[N:31][CH:32]=[CH:33][CH:34]=4)[CH2:25]3)=[O:21])=[CH:17][N:16]=[C:15]([S:22][CH3:23])[N:14]=2)[CH2:11][CH2:12]1. (5) Given the reactants [C:1]([O:5][C:6](=[O:27])[NH:7][CH2:8][C:9]1[C:14]([C:15]2[CH:20]=[CH:19][C:18]([Cl:21])=[CH:17][C:16]=2[Cl:22])=[CH:13][N:12]2[C:23]([NH2:26])=[CH:24][N:25]=[C:11]2[CH:10]=1)([CH3:4])([CH3:3])[CH3:2].CCN([CH:34]([CH3:36])[CH3:35])C(C)C.CN([C:40]([O:44]N1N=NC2C=CC=NC1=2)=[N+](C)C)C.F[P-](F)(F)(F)(F)F.CCO[C:64]([CH3:66])=[O:65], predict the reaction product. The product is: [C:1]([O:5][C:6](=[O:27])[NH:7][CH2:8][C:9]1[C:14]([C:15]2[CH:20]=[CH:19][C:18]([Cl:21])=[CH:17][C:16]=2[Cl:22])=[CH:13][N:12]2[C:23]([NH:26][C:40]([CH:35]3[CH2:34][CH2:36][O:65][CH2:64][CH2:66]3)=[O:44])=[CH:24][N:25]=[C:11]2[CH:10]=1)([CH3:4])([CH3:2])[CH3:3].